From a dataset of Catalyst prediction with 721,799 reactions and 888 catalyst types from USPTO. Predict which catalyst facilitates the given reaction. (1) Reactant: [Br:1][C:2]1[CH:7]=[C:6]([F:8])[CH:5]=[CH:4][C:3]=1[N:9]=[N:10][C:11]1(C)[C:16](=O)O[C:14](C)([CH3:18])[O:13][C:12]1=[O:20].[Na].O. Product: [CH2:14]([O:13][C:12](=[O:20])/[C:11](=[N:10]/[NH:9][C:3]1[CH:4]=[CH:5][C:6]([F:8])=[CH:7][C:2]=1[Br:1])/[CH3:16])[CH3:18]. The catalyst class is: 8. (2) Reactant: C1(P(C2C=CC=CC=2)C2C=CC=CC=2)C=CC=CC=1.BrN1C(=O)CCC1=O.[Cl:28][C:29]1[CH:30]=[C:31]([CH:41]([CH2:45][CH:46]2[CH2:50][CH2:49][CH2:48][CH2:47]2)[C:42]([OH:44])=O)[CH:32]=[CH:33][C:34]=1[N:35]1[C:39]([CH3:40])=[N:38][N:37]=[N:36]1.[NH2:51][C:52]1[CH:57]=[CH:56][C:55]([Br:58])=[CH:54][N:53]=1. Product: [Br:58][C:55]1[CH:56]=[CH:57][C:52]([NH:51][C:42](=[O:44])[CH:41]([C:31]2[CH:32]=[CH:33][C:34]([N:35]3[C:39]([CH3:40])=[N:38][N:37]=[N:36]3)=[C:29]([Cl:28])[CH:30]=2)[CH2:45][CH:46]2[CH2:47][CH2:48][CH2:49][CH2:50]2)=[N:53][CH:54]=1. The catalyst class is: 2.